From a dataset of Full USPTO retrosynthesis dataset with 1.9M reactions from patents (1976-2016). Predict the reactants needed to synthesize the given product. (1) Given the product [C:14]([C:11]1[CH:12]=[CH:13][C:8]([CH:7]([CH3:19])[C:6]([O:5][CH2:3][CH3:4])=[O:18])=[CH:9][C:10]=1[O:16][CH3:17])#[N:15], predict the reactants needed to synthesize it. The reactants are: [H-].[Na+].[CH2:3]([O:5][C:6](=[O:18])[CH2:7][C:8]1[CH:13]=[CH:12][C:11]([C:14]#[N:15])=[C:10]([O:16][CH3:17])[CH:9]=1)[CH3:4].[CH3:19]I.Cl. (2) The reactants are: [CH2:1]([C@H:8]1[CH2:12][O:11][C:10](=[O:13])[N:9]1[C:14](=[O:22])[CH2:15][CH2:16][CH:17]1[CH2:21][CH2:20][CH2:19][CH2:18]1)[C:2]1[CH:7]=[CH:6][CH:5]=[CH:4][CH:3]=1.C(N(C(C)C)CC)(C)C.[CH2:32]([O:39][CH2:40]Cl)[C:33]1[CH:38]=[CH:37][CH:36]=[CH:35][CH:34]=1. Given the product [CH:17]1([CH2:16][C@H:15]([CH2:40][O:39][CH2:32][C:33]2[CH:38]=[CH:37][CH:36]=[CH:35][CH:34]=2)[C:14]([N:9]2[C@@H:8]([CH2:1][C:2]3[CH:3]=[CH:4][CH:5]=[CH:6][CH:7]=3)[CH2:12][O:11][C:10]2=[O:13])=[O:22])[CH2:18][CH2:19][CH2:20][CH2:21]1, predict the reactants needed to synthesize it. (3) Given the product [F:39][C:26]1[CH:27]=[C:28]([C:31]2[C:32]([C:37]#[N:38])=[CH:33][CH:34]=[CH:35][CH:36]=2)[CH:29]=[CH:30][C:25]=1[CH2:24][C:21]1[C:22](=[O:23])[N:17]([C@H:14]2[CH2:13][CH2:12][C@H:11]([O:10][CH:8]([C:4]3([OH:51])[CH2:7][CH2:6][CH2:5]3)[CH3:9])[CH2:16][CH2:15]2)[C:18]2[N:19]([N:43]=[CH:44][N:45]=2)[C:20]=1[CH2:40][CH2:41][CH3:42], predict the reactants needed to synthesize it. The reactants are: C([C:4]1([CH:8]([O:10][CH:11]2[CH2:16][CH2:15][CH:14]([N:17]3[C:22](=[O:23])[C:21]([CH2:24][C:25]4[CH:30]=[CH:29][C:28]([C:31]5[C:32]([C:37]#[N:38])=[CH:33][CH:34]=[CH:35][CH:36]=5)=[CH:27][C:26]=4[F:39])=[C:20]([CH2:40][CH2:41][CH3:42])[N:19]4[N:43]=[CH:44][N:45]=[C:18]34)[CH2:13][CH2:12]2)[CH3:9])[CH2:7][CH2:6][CH2:5]1)(=O)C.OO.FC(F)(F)C(OC(=O)C(F)(F)F)=[O:51].C(=O)([O-])O.[Na+].S([O-])([O-])(=O)=S.[Na+].[Na+]. (4) Given the product [CH2:16]1[C:15]2[CH:18]=[CH:19][C:20]([OH:22])=[CH:21][C:14]=2[O:13][CH2:12][CH:11]1[C:8]1[CH:9]=[CH:10][C:5]([OH:4])=[CH:6][CH:7]=1, predict the reactants needed to synthesize it. The reactants are: CC([O:4][C:5]1[CH:10]=[CH:9][C:8]([C:11]2[C:16](=O)[C:15]3[CH:18]=[CH:19][C:20]([O:22]C(C)=O)=[CH:21][C:14]=3[O:13][CH:12]=2)=[CH:7][CH:6]=1)=O.C([O-])=O.[NH4+]. (5) The reactants are: [F:1][C:2]1[CH:3]=[C:4]([C:13]2[N:18]=[C:17]([N:19]3[CH2:23][C@@H:22]([CH3:24])[CH2:21][C:20]3([CH3:26])[CH3:25])[C:16]([C:27]([NH2:29])=[O:28])=[CH:15][CH:14]=2)[CH:5]=[C:6]([O:8][CH2:9][CH:10]([CH3:12])[CH3:11])[CH:7]=1.[H-].[Na+].Cl[S:33]([CH:36]1[CH2:41][CH2:40][CH2:39][N:38](C(OCC2C=CC=CC=2)=O)[CH2:37]1)(=[O:35])=[O:34]. Given the product [F:1][C:2]1[CH:3]=[C:4]([C:13]2[N:18]=[C:17]([N:19]3[CH2:23][C@@H:22]([CH3:24])[CH2:21][C:20]3([CH3:26])[CH3:25])[C:16]([C:27]([NH:29][S:33]([CH:36]3[CH2:41][CH2:40][CH2:39][NH:38][CH2:37]3)(=[O:35])=[O:34])=[O:28])=[CH:15][CH:14]=2)[CH:5]=[C:6]([O:8][CH2:9][CH:10]([CH3:11])[CH3:12])[CH:7]=1, predict the reactants needed to synthesize it. (6) The reactants are: [CH:1]([C:3]1[C:4]([O:14][CH2:15][C:16]2[CH:40]=[CH:39][C:19]([O:20][CH2:21][C:22]3[N:23]=[C:24]([C:28]4[CH:29]=[CH:30][C:31]([CH3:38])=[C:32]([CH:37]=4)[C:33]([O:35][CH3:36])=[O:34])[O:25][C:26]=3[CH3:27])=[C:18]([O:41][CH3:42])[CH:17]=2)=[N:5][N:6]([C:8]2[CH:13]=[CH:12][CH:11]=[CH:10][CH:9]=2)[CH:7]=1)=O.[CH2:43]([P:52](=[O:59])([O:56][CH2:57][CH3:58])[O:53][CH2:54][CH3:55])P(=O)(OCC)OCC.CN(C)C=O.[H-].[Na+]. Given the product [CH2:57]([O:56][P:52](/[CH:43]=[CH:1]/[C:3]1[C:4]([O:14][CH2:15][C:16]2[CH:40]=[CH:39][C:19]([O:20][CH2:21][C:22]3[N:23]=[C:24]([C:28]4[CH:29]=[CH:30][C:31]([CH3:38])=[C:32]([CH:37]=4)[C:33]([O:35][CH3:36])=[O:34])[O:25][C:26]=3[CH3:27])=[C:18]([O:41][CH3:42])[CH:17]=2)=[N:5][N:6]([C:8]2[CH:9]=[CH:10][CH:11]=[CH:12][CH:13]=2)[CH:7]=1)([O:53][CH2:54][CH3:55])=[O:59])[CH3:58], predict the reactants needed to synthesize it.